This data is from NCI-60 drug combinations with 297,098 pairs across 59 cell lines. The task is: Regression. Given two drug SMILES strings and cell line genomic features, predict the synergy score measuring deviation from expected non-interaction effect. Drug 1: CC1C(C(=O)NC(C(=O)N2CCCC2C(=O)N(CC(=O)N(C(C(=O)O1)C(C)C)C)C)C(C)C)NC(=O)C3=C4C(=C(C=C3)C)OC5=C(C(=O)C(=C(C5=N4)C(=O)NC6C(OC(=O)C(N(C(=O)CN(C(=O)C7CCCN7C(=O)C(NC6=O)C(C)C)C)C)C(C)C)C)N)C. Drug 2: CC1=C(C(=CC=C1)Cl)NC(=O)C2=CN=C(S2)NC3=CC(=NC(=N3)C)N4CCN(CC4)CCO. Cell line: OVCAR3. Synergy scores: CSS=15.2, Synergy_ZIP=0.0485, Synergy_Bliss=1.73, Synergy_Loewe=0.383, Synergy_HSA=0.661.